Task: Predict the product of the given reaction.. Dataset: Forward reaction prediction with 1.9M reactions from USPTO patents (1976-2016) (1) Given the reactants Cl.Cl.[CH:3]([C@:6]1([C:12]([N:14]2[CH2:19][CH2:18][N:17]([C:20]3[N:25]=[C:24]([C:26]([F:29])([F:28])[F:27])[CH:23]=[CH:22][N:21]=3)[CH2:16][CH2:15]2)=[O:13])[CH2:10][CH2:9][C@@H:8]([NH2:11])[CH2:7]1)([CH3:5])[CH3:4].[CH3:30][O:31][CH:32]1[C:37](=O)[CH2:36][CH2:35][O:34][CH2:33]1.C(N(CC)CC)C.C(O[BH-](OC(=O)C)OC(=O)C)(=O)C.[Na+], predict the reaction product. The product is: [CH:3]([C@:6]1([C:12]([N:14]2[CH2:19][CH2:18][N:17]([C:20]3[N:25]=[C:24]([C:26]([F:27])([F:28])[F:29])[CH:23]=[CH:22][N:21]=3)[CH2:16][CH2:15]2)=[O:13])[CH2:10][CH2:9][C@@H:8]([NH:11][CH:37]2[CH2:36][CH2:35][O:34][CH2:33][CH:32]2[O:31][CH3:30])[CH2:7]1)([CH3:5])[CH3:4]. (2) Given the reactants [Cl:1][C:2]1[CH:3]=[N:4][CH:5]=[C:6]([Cl:11])[C:7]=1[C:8](Cl)=[O:9].C(Cl)Cl.[NH3:15], predict the reaction product. The product is: [Cl:1][C:2]1[CH:3]=[N:4][CH:5]=[C:6]([Cl:11])[C:7]=1[C:8]([NH2:15])=[O:9].